Dataset: Retrosynthesis with 50K atom-mapped reactions and 10 reaction types from USPTO. Task: Predict the reactants needed to synthesize the given product. (1) Given the product CCOC(=O)CCCSc1nc2cc(F)c(F)cc2n1Cc1cccc2ccccc12, predict the reactants needed to synthesize it. The reactants are: CCOC(=O)CCCSc1nc2cc(F)c(F)cc2[nH]1.ClCc1cccc2ccccc12. (2) Given the product Nc1cnc(OCC2CC2)c(-c2ccc(Cl)cc2)c1, predict the reactants needed to synthesize it. The reactants are: Nc1cnc(OCC2CC2)c(Br)c1.OB(O)c1ccc(Cl)cc1. (3) Given the product COc1ccc(CC(=O)N2CCC[C@H]2C(=O)Nc2ccccc2SCc2ccccc2Br)cc1, predict the reactants needed to synthesize it. The reactants are: COc1ccc(CC(=O)N2CCC[C@H]2C(=O)O)cc1.Nc1ccccc1SCc1ccccc1Br. (4) Given the product CCNC(=O)c1c(OCc2ccccc2)c(OCc2ccccc2)c(C(=O)N(C)C)n1-c1ccc(OC)cc1, predict the reactants needed to synthesize it. The reactants are: CCN.CCOC(=O)c1c(OCc2ccccc2)c(OCc2ccccc2)c(C(=O)N(C)C)n1-c1ccc(OC)cc1. (5) Given the product CCOC(=O)c1ncn2c1c(N)nc1cc(C(F)(F)F)ccc12, predict the reactants needed to synthesize it. The reactants are: CCOC(=O)c1ncn2c1c(Cl)nc1cc(C(F)(F)F)ccc12.N. (6) The reactants are: CCC(N)C(O)c1nnc(-c2ccccc2)o1.O=C(O)C(CC(=O)N1CCOCC1)CS(=O)(=O)Cc1ccccc1. Given the product CCC(NC(=O)C(CC(=O)N1CCOCC1)CS(=O)(=O)Cc1ccccc1)C(O)c1nnc(-c2ccccc2)o1, predict the reactants needed to synthesize it. (7) Given the product O=C(O)c1cc(C2CC2)c(O[C@@H]2CCCN(C(c3ccc(F)cc3Cl)C(F)(F)F)C2)cc1F, predict the reactants needed to synthesize it. The reactants are: COC(=O)c1cc(C2CC2)c(O[C@@H]2CCCN(C(c3ccc(F)cc3Cl)C(F)(F)F)C2)cc1F. (8) Given the product Fc1ccc(-c2ccccc2)c(F)c1CBr, predict the reactants needed to synthesize it. The reactants are: Cc1c(F)ccc(-c2ccccc2)c1F.O=C1CCC(=O)N1Br. (9) Given the product COc1ccccc1N1CCN(CCC=O)CC1, predict the reactants needed to synthesize it. The reactants are: COc1ccccc1N1CCN(CCCO)CC1. (10) Given the product CC(C)(C)OC(=O)Nc1cccc(C(=O)O)c1, predict the reactants needed to synthesize it. The reactants are: CCOC(=O)c1cccc(NC(=O)OC(C)(C)C)c1.